Dataset: Forward reaction prediction with 1.9M reactions from USPTO patents (1976-2016). Task: Predict the product of the given reaction. (1) The product is: [CH:8]([C:7]1[C:6](=[O:11])[N:5]2[N:12]=[CH:13][C:14]([C:15]#[N:16])=[C:4]2[NH:3][C:2]=1[C:24]1[CH:23]=[N:22][N:21]([C:18]2([CH3:17])[CH2:20][CH2:19]2)[CH:25]=1)([CH3:10])[CH3:9]. Given the reactants Cl[C:2]1[NH:3][C:4]2[N:5]([N:12]=[CH:13][C:14]=2[C:15]#[N:16])[C:6](=[O:11])[C:7]=1[CH:8]([CH3:10])[CH3:9].[CH3:17][C:18]1([N:21]2[CH:25]=[C:24](B3OC(C)(C)C(C)(C)O3)[CH:23]=[N:22]2)[CH2:20][CH2:19]1.C([O-])([O-])=O.[Na+].[Na+], predict the reaction product. (2) Given the reactants [CH:1]1([C:7]2([CH2:22]OS(C)(=O)=O)[CH2:13][CH:12]3[N:14]([C:15]([O:17][C:18]([CH3:21])([CH3:20])[CH3:19])=[O:16])[CH:9]([CH2:10][CH2:11]3)[CH2:8]2)[CH2:6][CH2:5][CH2:4][CH2:3][CH2:2]1.[CH3:28][S-:29].[Na+].C(OCC)C, predict the reaction product. The product is: [CH:1]1([C:7]2([CH2:22][S:29][CH3:28])[CH2:13][CH:12]3[N:14]([C:15]([O:17][C:18]([CH3:19])([CH3:20])[CH3:21])=[O:16])[CH:9]([CH2:10][CH2:11]3)[CH2:8]2)[CH2:2][CH2:3][CH2:4][CH2:5][CH2:6]1. (3) Given the reactants [F:1][C:2]([F:7])([F:6])[CH2:3][NH:4][NH2:5].[C:8](O)(=[O:15])/[C:9](=[C:11](\[CH:13]=O)/[Cl:12])/[Cl:10], predict the reaction product. The product is: [F:1][C:2]([F:7])([F:6])[CH2:3][N:4]1[C:8](=[O:15])[C:9]([Cl:10])=[C:11]([Cl:12])[CH:13]=[N:5]1. (4) Given the reactants [CH2:1]([O:8][C:9]([NH:11][C:12]([CH3:30])([CH2:17][NH:18][S:19]([C:22]1[CH:27]=[CH:26][C:25]([Cl:28])=[CH:24][C:23]=1[Cl:29])(=[O:21])=[O:20])[C:13]([O:15]C)=[O:14])=[O:10])[C:2]1[CH:7]=[CH:6][CH:5]=[CH:4][CH:3]=1.C(=O)([O-])[O-].[K+].[K+].C([O-])(O)=O.[Na+].Cl, predict the reaction product. The product is: [CH2:1]([O:8][C:9]([NH:11][C:12]([CH3:30])([CH2:17][NH:18][S:19]([C:22]1[CH:27]=[CH:26][C:25]([Cl:28])=[CH:24][C:23]=1[Cl:29])(=[O:20])=[O:21])[C:13]([OH:15])=[O:14])=[O:10])[C:2]1[CH:3]=[CH:4][CH:5]=[CH:6][CH:7]=1. (5) Given the reactants C(O[C:4](=[O:13])/[C:5](/[O-:12])=[CH:6]/[C:7](=[O:11])[CH:8]([CH3:10])[CH3:9])C.[Cl:14][C:15]1[CH:22]=[CH:21][C:18]([CH:19]=O)=[C:17]([CH3:23])[CH:16]=1.[Cl:24][C:25]1[C:26]([F:32])=[C:27]([CH:29]=[CH:30][CH:31]=1)[NH2:28], predict the reaction product. The product is: [Cl:24][C:25]1[C:26]([F:32])=[C:27]([N:28]2[CH:19]([C:18]3[CH:21]=[CH:22][C:15]([Cl:14])=[CH:16][C:17]=3[CH3:23])[C:6]([C:7](=[O:11])[CH:8]([CH3:9])[CH3:10])=[C:5]([OH:12])[C:4]2=[O:13])[CH:29]=[CH:30][CH:31]=1. (6) Given the reactants C([O-])([O-])=O.[Na+].[Na+].[Br:7][C:8]1[CH:15]=[C:12]([CH:13]=O)[C:11]([OH:16])=[CH:10][CH:9]=1.Br[CH2:18][C:19]([O:21][CH2:22][CH3:23])=[O:20], predict the reaction product. The product is: [Br:7][C:8]1[CH:9]=[CH:10][C:11]2[O:16][C:18]([C:19]([O:21][CH2:22][CH3:23])=[O:20])=[CH:13][C:12]=2[CH:15]=1. (7) Given the reactants Cl[CH2:2][C:3]([NH:5][C@H:6]([C:16]1[C:21]([C:22]2[CH:23]=[CH:24][C:25]([F:31])=[C:26]([CH:30]=2)[C:27]([NH2:29])=[O:28])=[CH:20][CH:19]=[CH:18][N:17]=1)[CH2:7][C:8]1[CH:13]=[C:12]([F:14])[CH:11]=[C:10]([F:15])[CH:9]=1)=[O:4].[CH3:32][C:33]1([CH3:47])[CH2:41][C:40]2[NH:39][N:38]=[C:37]([C:42]([F:45])([F:44])[F:43])[C:36]=2[C:35](=[O:46])[CH2:34]1, predict the reaction product. The product is: [F:15][C:10]1[CH:9]=[C:8]([CH2:7][C@@H:6]([C:16]2[C:21]([C:22]3[CH:23]=[CH:24][C:25]([F:31])=[C:26]([CH:30]=3)[C:27]([NH2:29])=[O:28])=[CH:20][CH:19]=[CH:18][N:17]=2)[NH:5][C:3](=[O:4])[CH2:2][N:39]2[C:40]3[CH2:41][C:33]([CH3:47])([CH3:32])[CH2:34][C:35](=[O:46])[C:36]=3[C:37]([C:42]([F:43])([F:45])[F:44])=[N:38]2)[CH:13]=[C:12]([F:14])[CH:11]=1. (8) Given the reactants C[O:2][C:3](=[O:23])[CH2:4][C:5]([NH:7][C:8]1[CH:13]=[CH:12][C:11]([NH:14][S:15]([CH3:18])(=[O:17])=[O:16])=[CH:10][C:9]=1[S:19](=[O:22])(=[O:21])[NH2:20])=O.O.Cl, predict the reaction product. The product is: [CH3:18][S:15]([NH:14][C:11]1[CH:12]=[CH:13][C:8]2[NH:7][C:5]([CH2:4][C:3]([OH:2])=[O:23])=[N:20][S:19](=[O:22])(=[O:21])[C:9]=2[CH:10]=1)(=[O:17])=[O:16]. (9) Given the reactants [CH3:1][O:2][C:3](=[O:11])[CH2:4][CH:5]([CH3:10])[CH2:6][C:7]([O-])=[O:8], predict the reaction product. The product is: [CH3:1][O:2][C:3](=[O:11])[CH2:4][CH:5]([CH3:10])[CH2:6][CH2:7][OH:8]. (10) The product is: [F:1][C:2]1[CH:3]=[C:4]([NH:10][C:11]2[C:16]([C:17]3[N:22]=[C:21]([CH3:23])[N:20]=[C:19]([NH2:24])[CH:18]=3)=[CH:15][C:14]([C@H:43]([N:45]3[CH2:46][CH2:47][N:48]([S:51]([CH3:54])(=[O:53])=[O:52])[CH2:49][CH2:50]3)[CH3:44])=[CH:13][N:12]=2)[CH:5]=[N:6][C:7]=1[O:8][CH3:9]. Given the reactants [F:1][C:2]1[CH:3]=[C:4]([NH:10][C:11]2[C:16]([C:17]3[N:22]=[C:21]([CH3:23])[N:20]=[C:19]([N:24](CC4C=CC(OC)=CC=4)CC4C=CC(OC)=CC=4)[CH:18]=3)=[CH:15][C:14]([C@H:43]([N:45]3[CH2:50][CH2:49][N:48]([S:51]([CH3:54])(=[O:53])=[O:52])[CH2:47][CH2:46]3)[CH3:44])=[CH:13][N:12]=2)[CH:5]=[N:6][C:7]=1[O:8][CH3:9], predict the reaction product.